Dataset: Forward reaction prediction with 1.9M reactions from USPTO patents (1976-2016). Task: Predict the product of the given reaction. (1) The product is: [CH2:1]([O:8][C:9]([N:11]1[CH2:20][CH2:19][C:18]2[C:13](=[CH:14][CH:15]=[CH:16][CH:17]=2)[C@H:12]1[C:21]1[CH:26]=[C:25]([Cl:27])[CH:24]=[CH:23][C:22]=1[O:28][CH2:29][C:30](=[O:32])[NH:38][S:35]([C:34]([F:40])([F:39])[F:33])(=[O:37])=[O:36])=[O:10])[C:2]1[CH:7]=[CH:6][CH:5]=[CH:4][CH:3]=1. Given the reactants [CH2:1]([O:8][C:9]([N:11]1[CH2:20][CH2:19][C:18]2[C:13](=[CH:14][CH:15]=[CH:16][CH:17]=2)[C@H:12]1[C:21]1[CH:26]=[C:25]([Cl:27])[CH:24]=[CH:23][C:22]=1[O:28][CH2:29][C:30]([OH:32])=O)=[O:10])[C:2]1[CH:7]=[CH:6][CH:5]=[CH:4][CH:3]=1.[F:33][C:34]([F:40])([F:39])[S:35]([NH2:38])(=[O:37])=[O:36].CN(C(ON1N=NC2C=CC=NC1=2)=[N+](C)C)C.F[P-](F)(F)(F)(F)F.CCN(C(C)C)C(C)C, predict the reaction product. (2) The product is: [O:1]1[CH2:6][CH2:5][N:4]([C:7]2[O:8][C:9]3[CH:15]=[CH:14][C:13]([NH2:16])=[CH:12][C:10]=3[N:11]=2)[CH2:3][CH2:2]1. Given the reactants [O:1]1[CH2:6][CH2:5][N:4]([C:7]2[O:8][C:9]3[CH:15]=[CH:14][C:13]([N+:16]([O-])=O)=[CH:12][C:10]=3[N:11]=2)[CH2:3][CH2:2]1.S(S([O-])=O)([O-])=O.[Na+].[Na+], predict the reaction product. (3) Given the reactants Br[C:2]1[CH:3]=[C:4]([O:10][CH2:11][C:12]([F:15])([F:14])[F:13])[C:5](=[O:9])[N:6]([CH3:8])[CH:7]=1.[F:16][C:17]1[CH:44]=[C:43]([F:45])[CH:42]=[CH:41][C:18]=1[O:19][C:20]1[CH:25]=[CH:24][C:23]([NH:26][S:27]([CH2:30][CH3:31])(=[O:29])=[O:28])=[CH:22][C:21]=1B1OC(C)(C)C(C)(C)O1.[O-]P([O-])([O-])=O.[K+].[K+].[K+], predict the reaction product. The product is: [F:16][C:17]1[CH:44]=[C:43]([F:45])[CH:42]=[CH:41][C:18]=1[O:19][C:20]1[CH:21]=[CH:22][C:23]([NH:26][S:27]([CH2:30][CH3:31])(=[O:28])=[O:29])=[CH:24][C:25]=1[C:2]1[CH:3]=[C:4]([O:10][CH2:11][C:12]([F:15])([F:14])[F:13])[C:5](=[O:9])[N:6]([CH3:8])[CH:7]=1.